Dataset: NCI-60 drug combinations with 297,098 pairs across 59 cell lines. Task: Regression. Given two drug SMILES strings and cell line genomic features, predict the synergy score measuring deviation from expected non-interaction effect. Drug 1: C1=CC(=C2C(=C1NCCNCCO)C(=O)C3=C(C=CC(=C3C2=O)O)O)NCCNCCO. Drug 2: CN(C)N=NC1=C(NC=N1)C(=O)N. Cell line: NCI-H460. Synergy scores: CSS=52.6, Synergy_ZIP=2.24, Synergy_Bliss=2.08, Synergy_Loewe=-3.95, Synergy_HSA=4.21.